This data is from Forward reaction prediction with 1.9M reactions from USPTO patents (1976-2016). The task is: Predict the product of the given reaction. (1) The product is: [C:19]([O:23][C:24]([N:26]1[CH2:27][CH:28]=[C:29]([C:2]2[C:7]([C:8]#[C:9][C:10]3[CH:11]=[N:12][C:13]([NH2:16])=[CH:14][CH:15]=3)=[C:6]([CH3:17])[N:5]=[C:4]([NH2:18])[N:3]=2)[CH2:30][CH2:31]1)=[O:25])([CH3:22])([CH3:20])[CH3:21]. Given the reactants Cl[C:2]1[C:7]([C:8]#[C:9][C:10]2[CH:11]=[N:12][C:13]([NH2:16])=[CH:14][CH:15]=2)=[C:6]([CH3:17])[N:5]=[C:4]([NH2:18])[N:3]=1.[C:19]([O:23][C:24]([N:26]1[CH2:31][CH:30]=[C:29](B2OC(C)(C)C(C)(C)O2)[CH2:28][CH2:27]1)=[O:25])([CH3:22])([CH3:21])[CH3:20].C([O-])([O-])=O.[Na+].[Na+].[Li+].[Cl-], predict the reaction product. (2) Given the reactants C(O[C:6](=O)[N:7]([C@H:9]([C:11](=[O:40])[NH:12][C@@H:13]([CH:34]1[CH2:39][CH2:38][CH2:37][CH2:36][CH2:35]1)[C:14](=[O:33])[N:15]1[CH2:19][CH2:18][CH2:17][C@H:16]1[C:20]1[CH:25]=[CH:24][CH:23]=[C:22]([O:26][C:27]2[CH:32]=[CH:31][CH:30]=[CH:29][CH:28]=2)[CH:21]=1)[CH3:10])C)(C)(C)C.C(O)(C(F)(F)F)=O, predict the reaction product. The product is: [CH:34]1([C@H:13]([NH:12][C:11](=[O:40])[C@@H:9]([NH:7][CH3:6])[CH3:10])[C:14](=[O:33])[N:15]2[CH2:19][CH2:18][CH2:17][C@H:16]2[C:20]2[CH:25]=[CH:24][CH:23]=[C:22]([O:26][C:27]3[CH:32]=[CH:31][CH:30]=[CH:29][CH:28]=3)[CH:21]=2)[CH2:39][CH2:38][CH2:37][CH2:36][CH2:35]1. (3) Given the reactants [H-].[Na+].[NH2:3][C:4]1[N:9]=[C:8]([C:10]([F:13])([F:12])[F:11])[CH:7]=[C:6]([O:14][CH2:15][C:16]([F:19])([F:18])[F:17])[N:5]=1.[F:20][C:21]([F:32])([F:31])[C:22]1[CH:27]=[CH:26][C:25]([N:28]=[C:29]=[O:30])=[CH:24][CH:23]=1, predict the reaction product. The product is: [F:20][C:21]([F:31])([F:32])[C:22]1[CH:23]=[CH:24][C:25]([NH:28][C:29]([NH:3][C:4]2[N:9]=[C:8]([C:10]([F:12])([F:13])[F:11])[CH:7]=[C:6]([O:14][CH2:15][C:16]([F:19])([F:17])[F:18])[N:5]=2)=[O:30])=[CH:26][CH:27]=1. (4) Given the reactants Cl[C:2]1[CH:7]=[CH:6][N:5]=[C:4]([C:8]([NH:10][CH3:11])=[O:9])[CH:3]=1.[B:12]1([B:12]2[O:16][C:15]([CH3:18])([CH3:17])[C:14]([CH3:20])([CH3:19])[O:13]2)[O:16][C:15]([CH3:18])([CH3:17])[C:14]([CH3:20])([CH3:19])[O:13]1, predict the reaction product. The product is: [CH3:11][NH:10][C:8](=[O:9])[C:4]1[CH:3]=[C:2]([B:12]2[O:16][C:15]([CH3:18])([CH3:17])[C:14]([CH3:20])([CH3:19])[O:13]2)[CH:7]=[CH:6][N:5]=1.